From a dataset of Peptide-MHC class II binding affinity with 134,281 pairs from IEDB. Regression. Given a peptide amino acid sequence and an MHC pseudo amino acid sequence, predict their binding affinity value. This is MHC class II binding data. (1) The peptide sequence is EVIPTAFKIGKTYTP. The MHC is HLA-DQA10102-DQB10602 with pseudo-sequence HLA-DQA10102-DQB10602. The binding affinity (normalized) is 0.261. (2) The peptide sequence is VEFEPPHAATIRVLA. The MHC is HLA-DQA10501-DQB10402 with pseudo-sequence HLA-DQA10501-DQB10402. The binding affinity (normalized) is 0.714.